Task: Predict the product of the given reaction.. Dataset: Forward reaction prediction with 1.9M reactions from USPTO patents (1976-2016) (1) Given the reactants [N:1]1[C:10]2[C:5](=[CH:6][CH:7]=[CH:8][C:9]=2[O:11][CH2:12][C:13]([OH:15])=O)[CH:4]=[CH:3][CH:2]=1.CCN(C(C)C)C(C)C.[NH2:25][CH2:26][CH:27]([OH:39])[CH2:28][N:29]1[CH2:38][CH2:37][C:36]2[C:31](=[CH:32][CH:33]=[CH:34][CH:35]=2)[CH2:30]1.C1N(P(Cl)(N2C(=O)OCC2)=O)C(=O)OC1, predict the reaction product. The product is: [CH2:30]1[C:31]2[C:36](=[CH:35][CH:34]=[CH:33][CH:32]=2)[CH2:37][CH2:38][N:29]1[CH2:28][CH:27]([OH:39])[CH2:26][NH:25][C:13](=[O:15])[CH2:12][O:11][C:9]1[CH:8]=[CH:7][CH:6]=[C:5]2[C:10]=1[N:1]=[CH:2][CH:3]=[CH:4]2. (2) Given the reactants [Cl:1][C:2]1[CH:19]=[C:18]([N+:20]([O-])=O)[CH:17]=[C:16]([Cl:23])[C:3]=1[O:4][C:5]1[CH:6]=[N:7][C:8]2[C:13]([CH:14]=1)=[CH:12][C:11]([CH3:15])=[CH:10][CH:9]=2.[NH4+].[Cl-], predict the reaction product. The product is: [Cl:1][C:2]1[CH:19]=[C:18]([NH2:20])[CH:17]=[C:16]([Cl:23])[C:3]=1[O:4][C:5]1[CH:6]=[N:7][C:8]2[C:13]([CH:14]=1)=[CH:12][C:11]([CH3:15])=[CH:10][CH:9]=2.